From a dataset of Reaction yield outcomes from USPTO patents with 853,638 reactions. Predict the reaction yield, written as a fraction of the theoretical maximum amount of product (1.0 means a 100% yield; for example, 0.34 means a 34% yield). The catalyst is CCOC(C)=O. The yield is 0.580. The product is [Cl:27][CH2:12][CH2:13][C@H:14]([NH:16][S:17]([CH2:20][C:21]1[CH:26]=[CH:25][CH:24]=[CH:23][CH:22]=1)(=[O:19])=[O:18])[CH3:15]. The reactants are C1(CS(O[CH2:12][CH2:13][C@H:14]([NH:16][S:17]([CH2:20][C:21]2[CH:26]=[CH:25][CH:24]=[CH:23][CH:22]=2)(=[O:19])=[O:18])[CH3:15])(=O)=O)C=CC=CC=1.[Cl-:27].[Na+].CN(C)C=O.